From a dataset of Aqueous solubility values for 9,982 compounds from the AqSolDB database. Regression/Classification. Given a drug SMILES string, predict its absorption, distribution, metabolism, or excretion properties. Task type varies by dataset: regression for continuous measurements (e.g., permeability, clearance, half-life) or binary classification for categorical outcomes (e.g., BBB penetration, CYP inhibition). For this dataset (solubility_aqsoldb), we predict Y. (1) The drug is CCCCCCCCCCCCOS(=O)(=O)c1ccccc1.[Na]. The Y is -3.54 log mol/L. (2) The drug is Cc1cc(C)c(C)cc1C. The Y is -3.84 log mol/L. (3) The molecule is N#CSc1ccc(N)cc1. The Y is -2.60 log mol/L. (4) The molecule is CC(C)COC(=O)C(C)(C)O. The Y is -0.728 log mol/L. (5) The drug is [Br-].[NH4+]. The Y is 1.91 log mol/L. (6) The drug is CC1(C)CC/C(=C\c2ccc(Cl)cc2)C1=O. The Y is -5.67 log mol/L. (7) The compound is CCNC(C)C. The Y is 1.06 log mol/L.